The task is: Predict the reactants needed to synthesize the given product.. This data is from Full USPTO retrosynthesis dataset with 1.9M reactions from patents (1976-2016). (1) The reactants are: [C:1](#[N:4])[CH:2]=[CH2:3].[CH2:5]([NH2:11])[CH2:6][CH2:7][CH2:8][CH2:9][CH3:10]. Given the product [C:1]([CH2:2][CH2:3][N:11]([CH2:5][CH2:6][CH2:7][CH2:8][CH2:9][CH3:10])[CH2:3][CH2:2][C:1]#[N:4])#[N:4], predict the reactants needed to synthesize it. (2) Given the product [C:12]([Si:9]([CH3:11])([CH3:10])[O:7][C:6]1[CH:1]=[C:2]([CH3:8])[CH:3]=[CH:4][CH:5]=1)([CH3:15])([CH3:14])[CH3:13], predict the reactants needed to synthesize it. The reactants are: [CH:1]1[C:6]([OH:7])=[CH:5][CH:4]=[CH:3][C:2]=1[CH3:8].[Si:9](Cl)([C:12]([CH3:15])([CH3:14])[CH3:13])([CH3:11])[CH3:10]. (3) The reactants are: [CH3:1][O:2][C:3](=[O:28])[C:4]1[CH:9]=[C:8]([O:10][CH3:11])[CH:7]=[CH:6][C:5]=1[NH:12][C:13]1[N:17]([C:18]2[CH:23]=[CH:22][CH:21]=[CH:20][C:19]=2[O:24][CH3:25])[N:16]=[C:15]([CH3:26])[C:14]=1Br.Cl.[N:30]1[C:39]2[C:34](=[CH:35][C:36](OB(O)O)=[CH:37][CH:38]=2)[N:33]=[CH:32][CH:31]=1.C(=O)([O-])[O-].[Na+].[Na+]. Given the product [CH3:1][O:2][C:3](=[O:28])[C:4]1[CH:9]=[C:8]([O:10][CH3:11])[CH:7]=[CH:6][C:5]=1[NH:12][C:13]1[N:17]([C:18]2[CH:23]=[CH:22][CH:21]=[CH:20][C:19]=2[O:24][CH3:25])[N:16]=[C:15]([CH3:26])[C:14]=1[C:37]1[CH:38]=[C:39]2[C:34](=[CH:35][CH:36]=1)[N:33]=[CH:32][CH:31]=[N:30]2, predict the reactants needed to synthesize it. (4) Given the product [CH3:16][C:17]1([CH2:21][N:1]2[C:9]3[C:4](=[CH:5][CH:6]=[CH:7][CH:8]=3)[C:3]([C:10]([O:12][CH2:13][CH3:14])=[O:11])=[N:2]2)[CH2:20][O:19][CH2:18]1, predict the reactants needed to synthesize it. The reactants are: [NH:1]1[C:9]2[C:4](=[CH:5][CH:6]=[CH:7][CH:8]=2)[C:3]([C:10]([O:12][CH2:13][CH3:14])=[O:11])=[N:2]1.Br[CH2:16][C:17]1([CH3:21])[CH2:20][O:19][CH2:18]1. (5) Given the product [NH:1]1[C:9]2[C:4](=[CH:5][CH:6]=[CH:7][CH:8]=2)[C:3]([C:10]([O:12][CH2:13][C:14]23[CH2:21][N:17]([CH2:18][CH2:19]2)[CH2:16][CH2:15]3)=[O:11])=[CH:2]1, predict the reactants needed to synthesize it. The reactants are: [NH:1]1[C:9]2[C:4](=[CH:5][CH:6]=[CH:7][CH:8]=2)[C:3]([C:10]([O:12][CH2:13][C:14]23[CH2:21]C[N:17]([CH2:18][CH2:19]2)[CH2:16][CH2:15]3)=[O:11])=[CH:2]1.N12CC(CO)(CC1)CC2.